The task is: Predict the reaction yield, written as a fraction of the theoretical maximum amount of product (1.0 means a 100% yield; for example, 0.34 means a 34% yield).. This data is from Reaction yield outcomes from USPTO patents with 853,638 reactions. (1) The yield is 0.410. The reactants are [NH:1]1[CH2:6][CH2:5][NH:4][CH2:3][CH:2]1[C:7]([OH:9])=O.C(Cl)(=O)C(Cl)=O.[Cl:16][C:17]1[CH:18]=[C:19]2[C:27](=[CH:28][CH:29]=1)[NH:26][C:25]1[CH:24]([NH2:30])[CH2:23][CH2:22][CH2:21][C:20]2=1.C(N(CC)CC)C. The catalyst is ClCCl.CN(C=O)C.O. The product is [Cl:16][C:17]1[CH:18]=[C:19]2[C:27](=[CH:28][CH:29]=1)[NH:26][C:25]1[CH:24]([NH:30][C:7]([C:2]3[CH:3]=[N:4][CH:5]=[CH:6][N:1]=3)=[O:9])[CH2:23][CH2:22][CH2:21][C:20]2=1. (2) The reactants are [C:1]([C:3]1[CH:8]=[CH:7][CH:6]=[CH:5][C:4]=1[C:9]1[CH:14]=[CH:13][C:12]([CH2:15][CH:16]([C:22](=O)[CH2:23][CH2:24][CH3:25])[C:17](OCC)=[O:18])=[C:11]([F:27])[CH:10]=1)#[N:2].[O:28]1[C:32]2([CH2:37][CH2:36][CH:35]([NH:38][C:39]3[NH:43][CH:42]=[N:41][N:40]=3)[CH2:34][CH2:33]2)[O:31][CH2:30][CH2:29]1.N12CCCN=C1CCCCC2.Cl. The catalyst is C(N(CC)C1C=CC=CC=1)C.C(OCC)(=O)C. The product is [O:28]1[C:32]2([CH2:33][CH2:34][CH:35]([N:38]3[C:17](=[O:18])[C:16]([CH2:15][C:12]4[CH:13]=[CH:14][C:9]([C:4]5[C:3]([C:1]#[N:2])=[CH:8][CH:7]=[CH:6][CH:5]=5)=[CH:10][C:11]=4[F:27])=[C:22]([CH2:23][CH2:24][CH3:25])[N:40]4[N:41]=[CH:42][N:43]=[C:39]34)[CH2:36][CH2:37]2)[O:31][CH2:30][CH2:29]1. The yield is 0.840. (3) The reactants are C(OC([NH:8][C@@H:9]1[CH2:17][C:16]2[C:11](=[CH:12][CH:13]=[CH:14][CH:15]=2)[C@H:10]1[C:18]([CH2:27][CH2:28][O:29][CH2:30][CH3:31])([C:23]([O:25][CH3:26])=[O:24])[C:19]([O:21][CH3:22])=[O:20])=O)(C)(C)C.[ClH:32]. The catalyst is C(Cl)Cl.CO. The product is [ClH:32].[NH2:8][C@@H:9]1[CH2:17][C:16]2[C:11](=[CH:12][CH:13]=[CH:14][CH:15]=2)[C@H:10]1[C:18]([CH2:27][CH2:28][O:29][CH2:30][CH3:31])([C:23]([O:25][CH3:26])=[O:24])[C:19]([O:21][CH3:22])=[O:20]. The yield is 0.950. (4) The reactants are [Br:1][C:2]1[CH:6]=[N:5][N:4]([CH3:7])[C:3]=1[C:8]1[CH:9]=[C:10]([NH2:16])[CH:11]=[CH:12][C:13]=1[O:14][CH3:15].[CH3:17][O:18][C:19]1[CH:20]=[C:21]([N:25]=[C:26]=[O:27])[CH:22]=[CH:23][CH:24]=1. The catalyst is C(Cl)Cl. The product is [Br:1][C:2]1[CH:6]=[N:5][N:4]([CH3:7])[C:3]=1[C:8]1[CH:9]=[C:10]([NH:16][C:26]([NH:25][C:21]2[CH:22]=[CH:23][CH:24]=[C:19]([O:18][CH3:17])[CH:20]=2)=[O:27])[CH:11]=[CH:12][C:13]=1[O:14][CH3:15]. The yield is 0.940. (5) The yield is 0.130. The reactants are Cl.[CH3:2][C:3]1[O:4][C:5]2[C:14]3[CH:13]([CH2:15][CH2:16][NH2:17])[CH2:12][CH2:11][C:10]=3[CH:9]=[CH:8][C:6]=2[N:7]=1.C(N(CC)CC)C.[F:25][C:26]([F:37])([F:36])[C:27](O[C:27](=[O:28])[C:26]([F:37])([F:36])[F:25])=[O:28].C(=O)([O-])O.[Na+]. The product is [F:25][C:26]([F:37])([F:36])[C:27]([NH:17][CH2:16][CH2:15][CH:13]1[C:14]2[C:5]3[O:4][C:3]([CH3:2])=[N:7][C:6]=3[CH:8]=[CH:9][C:10]=2[CH2:11][CH2:12]1)=[O:28]. The catalyst is O1CCCC1. (6) The reactants are [I:1][C:2]1[CH:3]=[C:4]2[C:8](=[CH:9][CH:10]=1)[NH:7][C:6](=[O:11])[C:5]2=O.[NH:13]([C:15]([C:17]1[CH:38]=[CH:37][C:20]([C:21]([NH:23][C:24]2[CH:29]=[CH:28][CH:27]=[C:26]([S:30]([C:33]([F:36])([F:35])[F:34])(=[O:32])=[O:31])[CH:25]=2)=[O:22])=[CH:19][CH:18]=1)=[O:16])[NH2:14]. The catalyst is C(O)(=O)C. The product is [I:1][C:2]1[CH:3]=[C:4]2[C:8](=[CH:9][CH:10]=1)[NH:7][C:6](=[O:11])[C:5]2=[N:14][NH:13][C:15]([C:17]1[CH:38]=[CH:37][C:20]([C:21]([NH:23][C:24]2[CH:29]=[CH:28][CH:27]=[C:26]([S:30]([C:33]([F:34])([F:35])[F:36])(=[O:31])=[O:32])[CH:25]=2)=[O:22])=[CH:19][CH:18]=1)=[O:16]. The yield is 0.760. (7) The reactants are [CH2:1]([O:5][C:6]1[N:14]=[C:13]2[C:9]([N:10]=[C:11]([OH:26])[N:12]2[CH2:15][C:16]2[CH:21]=[CH:20][CH:19]=[C:18]([C:22]([O:24]C)=[O:23])[CH:17]=2)=[C:8]([NH2:27])[N:7]=1)[CH2:2][CH2:3][CH3:4].Cl. The catalyst is [OH-].[Na+]. The product is [CH2:1]([O:5][C:6]1[N:14]=[C:13]2[C:9]([N:10]=[C:11]([OH:26])[N:12]2[CH2:15][C:16]2[CH:21]=[CH:20][CH:19]=[C:18]([C:22]([OH:24])=[O:23])[CH:17]=2)=[C:8]([NH2:27])[N:7]=1)[CH2:2][CH2:3][CH3:4]. The yield is 0.610.